This data is from Retrosynthesis with 50K atom-mapped reactions and 10 reaction types from USPTO. The task is: Predict the reactants needed to synthesize the given product. Given the product N#Cc1ccc(N2C[C@@H]3C[C@H](N[C@@H]4CCCC[C@H]4N)[C@H]2C3)cc1, predict the reactants needed to synthesize it. The reactants are: CC(C)(C)OC(=O)N[C@@H]1CCCC[C@H]1N[C@H]1C[C@H]2C[C@@H]1N(c1ccc(C#N)cc1)C2.